The task is: Predict the reactants needed to synthesize the given product.. This data is from Full USPTO retrosynthesis dataset with 1.9M reactions from patents (1976-2016). Given the product [C:45]1(=[O:54])[N:44]([CH2:43][CH2:42][C:40]2[C:38](=[O:39])[NH:37][C:35](=[O:36])[N:34]([C@@H:11]3[O:12][CH2:13][C@@H:14]([OH:25])[C@@H:15]([OH:16])[C@H:10]3[OH:9])[CH:41]=2)[C:48](=[O:49])[C:47]2=[CH:50][CH:51]=[CH:52][CH:53]=[C:46]12, predict the reactants needed to synthesize it. The reactants are: C([O:9][C@@H:10]1[C@H:15]([O:16]C(=O)C2C=CC=CC=2)[C@H:14]([O:25]C(=O)C2C=CC=CC=2)[CH2:13][O:12][C@H:11]1[N:34]1[CH:41]=[C:40]([CH2:42][CH2:43][N:44]2[C:48](=[O:49])[C:47]3=[CH:50][CH:51]=[CH:52][CH:53]=[C:46]3[C:45]2=[O:54])[C:38](=[O:39])[NH:37][C:35]1=[O:36])(=O)C1C=CC=CC=1.C[O-].[Na+].O.